This data is from Forward reaction prediction with 1.9M reactions from USPTO patents (1976-2016). The task is: Predict the product of the given reaction. (1) Given the reactants [CH:1](=O)[C:2]1[CH:7]=[CH:6][CH:5]=[CH:4][CH:3]=1.[C:9]([O:13][C:14](=[O:18])[C@H:15]([CH3:17])[NH2:16])([CH3:12])([CH3:11])[CH3:10].CCN(CC)CC.[BH-](OC(C)=O)(OC(C)=O)OC(C)=O.[Na+], predict the reaction product. The product is: [C:9]([O:13][C:14](=[O:18])[C@H:15]([CH3:17])[NH:16][CH2:1][C:2]1[CH:7]=[CH:6][CH:5]=[CH:4][CH:3]=1)([CH3:12])([CH3:11])[CH3:10]. (2) Given the reactants [CH3:1][O:2][C:3](=[O:13])[CH:4](Br)[C:5]1[CH:10]=[CH:9][C:8]([F:11])=[CH:7][CH:6]=1.C(=O)([O-])[O-].[K+].[K+].[NH2:20][CH2:21][CH2:22][CH2:23][OH:24], predict the reaction product. The product is: [CH3:1][O:2][C:3](=[O:13])[CH:4]([C:5]1[CH:10]=[CH:9][C:8]([F:11])=[CH:7][CH:6]=1)[NH:20][CH2:21][CH2:22][CH2:23][OH:24]. (3) Given the reactants [F:1][C:2]1[CH:9]=[CH:8][C:5]([CH2:6][NH2:7])=[CH:4][CH:3]=1.[CH:10]1([CH2:13][CH2:14][O:15][C:16]2[CH:21]=[CH:20][N:19]([C:22]3[S:23][C:24]([C:28](O)=[O:29])=[C:25]([CH3:27])[N:26]=3)[C:18](=[O:31])[CH:17]=2)[CH2:12][CH2:11]1, predict the reaction product. The product is: [CH:10]1([CH2:13][CH2:14][O:15][C:16]2[CH:21]=[CH:20][N:19]([C:22]3[S:23][C:24]([C:28]([NH:7][CH2:6][C:5]4[CH:8]=[CH:9][C:2]([F:1])=[CH:3][CH:4]=4)=[O:29])=[C:25]([CH3:27])[N:26]=3)[C:18](=[O:31])[CH:17]=2)[CH2:12][CH2:11]1. (4) Given the reactants Br[C:2]1[CH:8]=[CH:7][C:5]([NH2:6])=[CH:4][CH:3]=1.[CH2:9]([N:13]1[CH:17]=[C:16](B2OC(C)(C)C(C)(C)O2)[CH:15]=[N:14]1)[CH:10]([CH3:12])[CH3:11].C(=O)([O-])[O-].[Na+].[Na+], predict the reaction product. The product is: [CH2:9]([N:13]1[CH:17]=[C:16]([C:2]2[CH:8]=[CH:7][C:5]([NH2:6])=[CH:4][CH:3]=2)[CH:15]=[N:14]1)[CH:10]([CH3:12])[CH3:11].